Dataset: Forward reaction prediction with 1.9M reactions from USPTO patents (1976-2016). Task: Predict the product of the given reaction. (1) Given the reactants [I:1][C:2]1[CH:7]=[CH:6][C:5]([C:8](=O)[CH2:9][S:10]([CH2:13][C:14]2[CH:19]=[CH:18][C:17]([I:20])=[CH:16][CH:15]=2)(=[O:12])=[O:11])=[CH:4][CH:3]=1.[Br:22][C:23]1[CH:30]=[CH:29][C:26]([CH:27]=[O:28])=[CH:25][CH:24]=1, predict the reaction product. The product is: [Br:22][C:23]1[CH:30]=[CH:29][C:26]([C:27](=[O:28])/[C:9](/[S:10]([CH2:13][C:14]2[CH:19]=[CH:18][C:17]([I:20])=[CH:16][CH:15]=2)(=[O:12])=[O:11])=[CH:8]\[C:5]2[CH:4]=[CH:3][C:2]([I:1])=[CH:7][CH:6]=2)=[CH:25][CH:24]=1. (2) The product is: [OH:2][C:3]1[CH:8]=[CH:7][CH:6]=[CH:5][C:4]=1[S:9][CH2:10][CH2:11][CH2:12][CH2:13][CH2:14][CH2:15][CH2:33][CH2:34][CH2:35][C:36]([OH:38])=[O:37]. Given the reactants C[O:2][C:3]1[CH:8]=[CH:7][CH:6]=[CH:5][C:4]=1[S:9][CH2:10][CH2:11][CH2:12][CH2:13][CH2:14][C:15](O)=O.OC1C=CC=CC=1S.BrCCCCCC[CH2:33][CH2:34][CH2:35][C:36]([O:38]CC)=[O:37].[OH-].[K+].[OH-].[Na+], predict the reaction product.